Dataset: Reaction yield outcomes from USPTO patents with 853,638 reactions. Task: Predict the reaction yield, written as a fraction of the theoretical maximum amount of product (1.0 means a 100% yield; for example, 0.34 means a 34% yield). (1) The reactants are C[O:2][C:3]1[CH:12]=[C:11]([CH3:13])[C:10]2[NH:9][C:8](=[O:14])[C:7]3[S:15][CH:16]=[CH:17][C:6]=3[C:5]=2[C:4]=1[C:18]1[CH:23]=[CH:22][C:21]([CH:24]([CH3:30])[CH2:25][S:26]([NH2:29])(=[O:28])=[O:27])=[CH:20][CH:19]=1.BrB(Br)Br. No catalyst specified. The product is [OH:2][C:3]1[CH:12]=[C:11]([CH3:13])[C:10]2[NH:9][C:8](=[O:14])[C:7]3[S:15][CH:16]=[CH:17][C:6]=3[C:5]=2[C:4]=1[C:18]1[CH:19]=[CH:20][C:21]([CH:24]([CH3:30])[CH2:25][S:26]([NH2:29])(=[O:28])=[O:27])=[CH:22][CH:23]=1. The yield is 0.440. (2) The catalyst is CCOC(C)=O.O.CC(P(C(C)(C)C)C1C=CC(N(C)C)=CC=1)(C)C.CC(P(C(C)(C)C)C1C=CC(N(C)C)=CC=1)(C)C.Cl[Pd]Cl. The yield is 0.600. The product is [C:30]([O:29][C:27]([N:24]1[C:25]2[C:21](=[CH:20][CH:19]=[C:18]([F:17])[CH:26]=2)[C:22]([C:2]2[CH:3]=[CH:4][C:5]3[S:9](=[O:11])(=[O:10])[NH:8][CH:7]([C:12]([O:14][CH3:15])=[O:13])[C:6]=3[CH:16]=2)=[CH:23]1)=[O:28])([CH3:33])([CH3:31])[CH3:32]. The reactants are Br[C:2]1[CH:3]=[CH:4][C:5]2[S:9](=[O:11])(=[O:10])[NH:8][CH:7]([C:12]([O:14][CH3:15])=[O:13])[C:6]=2[CH:16]=1.[F:17][C:18]1[CH:26]=[C:25]2[C:21]([C:22](B3OC(C)(C)C(C)(C)O3)=[CH:23][N:24]2[C:27]([O:29][C:30]([CH3:33])([CH3:32])[CH3:31])=[O:28])=[CH:20][CH:19]=1.[F-].[Cs+]. (3) The reactants are [NH:1]([C:3]1[N:4]=[C:5]2[CH:11]=[CH:10][N:9]([S:12]([C:15]3[CH:21]=[CH:20][C:18]([CH3:19])=[CH:17][CH:16]=3)(=[O:14])=[O:13])[C:6]2=[N:7][CH:8]=1)[NH2:2].[CH2:22]([CH:24]1[CH2:28][CH:27]([O:29][CH:30]2[CH2:35][CH2:34][O:33][CH2:32][CH2:31]2)[CH2:26][CH:25]1[C:36](O)=[O:37])[CH3:23].CN(C(ON1N=NC2C=CC=NC1=2)=[N+](C)C)C.F[P-](F)(F)(F)(F)F. The catalyst is C(Cl)Cl. The product is [CH2:22]([CH:24]1[CH2:28][CH:27]([O:29][CH:30]2[CH2:31][CH2:32][O:33][CH2:34][CH2:35]2)[CH2:26][CH:25]1[C:36]([NH:2][NH:1][C:3]1[N:4]=[C:5]2[CH:11]=[CH:10][N:9]([S:12]([C:15]3[CH:21]=[CH:20][C:18]([CH3:19])=[CH:17][CH:16]=3)(=[O:13])=[O:14])[C:6]2=[N:7][CH:8]=1)=[O:37])[CH3:23]. The yield is 0.740. (4) The reactants are [CH3:1][O:2][C:3](=[O:16])[C:4]1[C:9]([CH2:10][C:11]([O:13][CH3:14])=[O:12])=[CH:8][CH:7]=[CH:6][C:5]=1[OH:15].[S:17](O[S:17]([C:20]([F:23])([F:22])[F:21])(=[O:19])=[O:18])([C:20]([F:23])([F:22])[F:21])(=[O:19])=[O:18].N1C=CC=CC=1. The catalyst is C(Cl)Cl. The product is [CH3:1][O:2][C:3](=[O:16])[C:4]1[C:5]([O:15][S:17]([C:20]([F:23])([F:22])[F:21])(=[O:19])=[O:18])=[CH:6][CH:7]=[CH:8][C:9]=1[CH2:10][C:11]([O:13][CH3:14])=[O:12]. The yield is 0.900.